This data is from TCR-epitope binding with 47,182 pairs between 192 epitopes and 23,139 TCRs. The task is: Binary Classification. Given a T-cell receptor sequence (or CDR3 region) and an epitope sequence, predict whether binding occurs between them. (1) The epitope is ILGLPTQTV. The TCR CDR3 sequence is CASSQEPRLAGGPSYEQYF. Result: 1 (the TCR binds to the epitope). (2) The epitope is KLWAQCVQL. The TCR CDR3 sequence is CASSYEYGTITTYEQYF. Result: 1 (the TCR binds to the epitope). (3) The epitope is YLNTLTLAV. The TCR CDR3 sequence is CASSLLLDTQYF. Result: 1 (the TCR binds to the epitope). (4) The epitope is LPRRSGAAGA. The TCR CDR3 sequence is CASSYATGSGANVLTF. Result: 1 (the TCR binds to the epitope). (5) The epitope is KLSYGIATV. The TCR CDR3 sequence is CASSFLFRDRGYEQYF. Result: 1 (the TCR binds to the epitope). (6) The epitope is ALSKGVHFV. The TCR CDR3 sequence is CASSQVGGSYNEQFF. Result: 1 (the TCR binds to the epitope).